From a dataset of Forward reaction prediction with 1.9M reactions from USPTO patents (1976-2016). Predict the product of the given reaction. (1) Given the reactants [C:1](Cl)(=[O:8])[C:2]1[CH:7]=[CH:6][CH:5]=[CH:4][CH:3]=1.[Cl-].[Al+3].[Cl-].[Cl-].[CH3:14][O:15][C:16]1[CH:21]=[CH:20][CH:19]=[C:18]([O:22][CH3:23])[CH:17]=1, predict the reaction product. The product is: [C:1]([C:19]1[CH:20]=[C:21]([C:1](=[O:8])[C:2]2[CH:7]=[CH:6][CH:5]=[CH:4][CH:3]=2)[C:16]([O:15][CH3:14])=[CH:17][C:18]=1[O:22][CH3:23])(=[O:8])[C:2]1[CH:7]=[CH:6][CH:5]=[CH:4][CH:3]=1. (2) The product is: [ClH:21].[ClH:21].[N:8]1[CH:13]=[CH:12][C:11]([O:14][CH:15]2[CH2:20][CH2:19][NH:18][CH2:17][CH2:16]2)=[CH:10][CH:9]=1. Given the reactants C([N:8]1[CH2:13][CH2:12][CH:11]([O:14][C:15]2[CH:20]=[CH:19][N:18]=[CH:17][CH:16]=2)[CH2:10][CH2:9]1)(OC(C)(C)C)=O.[ClH:21].Cl.N1C=CC=CC=1OC1CCNCC1.C(O)C, predict the reaction product.